Predict the product of the given reaction. From a dataset of Forward reaction prediction with 1.9M reactions from USPTO patents (1976-2016). (1) Given the reactants [C:1]([O:5][C:6](=[O:24])[NH:7][C:8]1[CH:13]=[CH:12][C:11]([C:14]2[CH:19]=[N:18][C:17]([C:20](=O)[CH3:21])=[C:16](Cl)[N:15]=2)=[CH:10][CH:9]=1)([CH3:4])([CH3:3])[CH3:2].[NH2:25][NH2:26], predict the reaction product. The product is: [C:1]([O:5][C:6](=[O:24])[NH:7][C:8]1[CH:13]=[CH:12][C:11]([C:14]2[N:15]=[C:16]3[NH:25][N:26]=[C:20]([CH3:21])[C:17]3=[N:18][CH:19]=2)=[CH:10][CH:9]=1)([CH3:4])([CH3:3])[CH3:2]. (2) The product is: [F:49][C:33]([F:32])([S:45]([O-:48])(=[O:46])=[O:47])[CH:34]([O:39][C:40](=[O:44])[C:41]([CH3:43])=[CH2:42])[C:35]([F:36])([F:38])[F:37].[OH:12][C:13]1[CH:18]=[CH:17][C:16]([S+:19]([C:26]2[CH:27]=[CH:28][CH:29]=[CH:30][CH:31]=2)[C:20]2[CH:25]=[CH:24][CH:23]=[CH:22][CH:21]=2)=[CH:15][CH:14]=1. Given the reactants CC1C=CC(S([O-])(=O)=O)=CC=1.[OH:12][C:13]1[CH:18]=[CH:17][C:16]([S+:19]([C:26]2[CH:31]=[CH:30][CH:29]=[CH:28][CH:27]=2)[C:20]2[CH:25]=[CH:24][CH:23]=[CH:22][CH:21]=2)=[CH:15][CH:14]=1.[F:32][C:33]([F:49])([S:45]([O-:48])(=[O:47])=[O:46])[CH:34]([O:39][C:40](=[O:44])[C:41]([CH3:43])=[CH2:42])[C:35]([F:38])([F:37])[F:36].C([NH+](CC)CC)C, predict the reaction product. (3) Given the reactants [O:1]=[C:2]([CH2:8][CH2:9][CH2:10][CH2:11][CH3:12])[C:3]([O:5][CH2:6][CH3:7])=[O:4].[Br:13]Br.O.C(Cl)Cl, predict the reaction product. The product is: [Br:13][CH:8]([CH2:9][CH2:10][CH2:11][CH3:12])[C:2](=[O:1])[C:3]([O:5][CH2:6][CH3:7])=[O:4]. (4) Given the reactants [OH:1][C@@H:2]1[C@H:6]([OH:7])[C@@H:5]([NH:8][C:9](=[O:12])[CH2:10][CH3:11])[CH2:4][C@H:3]1[N:13]1[CH:21]=[N:20][C:19]2[C:14]1=[N:15][C:16]([N:37]1[CH:41]=[C:40]([C:42]([OH:44])=O)[CH:39]=[N:38]1)=[N:17][C:18]=2[NH:22][CH2:23][CH:24]([C:31]1[CH:36]=[CH:35][CH:34]=[CH:33][CH:32]=1)[C:25]1[CH:30]=[CH:29][CH:28]=[CH:27][CH:26]=1.[NH2:45][CH2:46][C:47]1[CH:52]=[CH:51][CH:50]=[CH:49][N:48]=1.C1C=CC2N(O)N=NC=2C=1.CN1CCOCC1, predict the reaction product. The product is: [N:48]1[CH:49]=[CH:50][CH:51]=[CH:52][C:47]=1[CH2:46][NH:45][C:42]([C:40]1[CH:39]=[N:38][N:37]([C:16]2[N:15]=[C:14]3[C:19]([N:20]=[CH:21][N:13]3[C@@H:3]3[CH2:4][C@H:5]([NH:8][C:9](=[O:12])[CH2:10][CH3:11])[C@@H:6]([OH:7])[C@H:2]3[OH:1])=[C:18]([NH:22][CH2:23][CH:24]([C:25]3[CH:26]=[CH:27][CH:28]=[CH:29][CH:30]=3)[C:31]3[CH:36]=[CH:35][CH:34]=[CH:33][CH:32]=3)[N:17]=2)[CH:41]=1)=[O:44]. (5) The product is: [NH:3]1[CH:7]=[N:6][C:5](/[CH:8]=[C:9]2\[CH2:10][N:11]([C:16]([C:29]3[CH:34]=[CH:33][CH:32]=[CH:31][CH:30]=3)([C:23]3[CH:24]=[CH:25][CH:26]=[CH:27][CH:28]=3)[C:17]3[CH:22]=[CH:21][CH:20]=[CH:19][CH:18]=3)[CH2:12][CH2:13][CH:14]\2[OH:15])=[N:4]1. Given the reactants [BH4-].[Na+].[NH:3]1[CH:7]=[N:6][C:5](/[CH:8]=[C:9]2\[CH2:10][N:11]([C:16]([C:29]3[CH:34]=[CH:33][CH:32]=[CH:31][CH:30]=3)([C:23]3[CH:28]=[CH:27][CH:26]=[CH:25][CH:24]=3)[C:17]3[CH:22]=[CH:21][CH:20]=[CH:19][CH:18]=3)[CH2:12][CH2:13][C:14]\2=[O:15])=[N:4]1.ClCCl, predict the reaction product. (6) Given the reactants [C:1]([C:5]1[CH:10]=[CH:9][C:8]([C:11]#[C:12][C:13]([OH:15])=O)=[CH:7][CH:6]=1)([CH3:4])([CH3:3])[CH3:2].[NH2:16][CH2:17][C:18]1[CH:23]=[C:22]([CH:24]=[CH2:25])[C:21]([NH:26][S:27]([CH3:30])(=[O:29])=[O:28])=[C:20]([F:31])[CH:19]=1.CCOC(OC(OCC)=O)=O.CCCCCC.CCOC(C)=O, predict the reaction product. The product is: [F:31][C:20]1[CH:19]=[C:18]([CH:23]=[C:22]([CH:24]=[CH2:25])[C:21]=1[NH:26][S:27]([CH3:30])(=[O:29])=[O:28])[CH2:17][NH:16][C:13](=[O:15])[C:12]#[C:11][C:8]1[CH:7]=[CH:6][C:5]([C:1]([CH3:2])([CH3:3])[CH3:4])=[CH:10][CH:9]=1. (7) Given the reactants [C:1]([C:5]1[CH:26]=[CH:25][C:8]([C:9]([NH:11][C:12](=[S:24])[NH:13][C:14]2[CH:19]=[CH:18][C:17]([N+:20]([O-])=O)=[CH:16][C:15]=2[Cl:23])=[O:10])=[CH:7][CH:6]=1)([CH3:4])([CH3:3])[CH3:2].[Cl-].[NH4+].O, predict the reaction product. The product is: [NH2:20][C:17]1[CH:18]=[CH:19][C:14]([NH:13][C:12]([NH:11][C:9](=[O:10])[C:8]2[CH:25]=[CH:26][C:5]([C:1]([CH3:2])([CH3:3])[CH3:4])=[CH:6][CH:7]=2)=[S:24])=[C:15]([Cl:23])[CH:16]=1.